Binary Classification. Given a miRNA mature sequence and a target amino acid sequence, predict their likelihood of interaction. From a dataset of Experimentally validated miRNA-target interactions with 360,000+ pairs, plus equal number of negative samples. (1) The miRNA is dre-miR-1 with sequence UGGAAUGUAAAGAAGUAUGUAU. The protein sequence of the target gene is MESVRIEQMLSLPAEVSSDNLESAERGASAAQVDMGPHPKVAAEGPAPLPTREPEQEQSPGTSTPESKVLLTQADALASRGRIREALEVYRQLSERQQLVAEQLEQLVRCLAEKVPQGEALAPAPPDEGSTASGTVAAEETGAAAAAAATEVWDGFKCRKCHGFLSDPVSLSCGHTFCKLCLERGRAADRRCALCGVKLSALMVATGRARGARRAGQQPPPPLRVNVVLSGLLGKLFPGPARASQLRHEGNRLYRERQVEAALLKYNEAVKLAPNDHLLYSNRSQIYFTLESHENALHDA.... Result: 0 (no interaction). (2) The miRNA is hsa-miR-337-3p with sequence CUCCUAUAUGAUGCCUUUCUUC. The protein sequence of the target gene is MYSGNRSGDQGYWEDGAGAEGAAPAGTRSPAPLFSPTAYERLALLLGCLALLGVGGNLLVLLLYSKFPRLRTPTHLFLVNLSLGDLLVSLFGVTFTFASCLRNGWVWDAVGCAWDGFSGSLFGFVSITTLTVLAYERYIRVVHARVINFSWAWRAITYIWLYSLAWAGAPLLGWNRYILDIHGLGCTVDWRSKDANDSSFVLFLFLGCLVVPVGIIAHCYGHILYSVRMLRCVEDLQTIQVIKMLRYEKKVAKMCFLMAFVFLTCWMPYIVTRFLVVNGYGHLVTPTVSIVSYLFAKSST.... Result: 0 (no interaction). (3) The miRNA is mmu-miR-141-3p with sequence UAACACUGUCUGGUAAAGAUGG. The protein sequence of the target gene is MLTSKGQGFLHGGLCLWLCVFTPFFKGCVGCATEERLFHKLFSHYNQFIRPVENVSDPVTVHFEVAITQLANVDEVNQIMETNLWLRHIWNDYKLRWDPMEYDGIETLRVPADKIWKPDIVLYNNAVGDFQVEGKTKALLKYNGMITWTPPAIFKSSCPMDITFFPFDHQNCSLKFGSWTYDKAEIDLLIIGSKVDMNDFWENSEWEIIDASGYKHDIKYNCCEEIYTDITYSFYIRRLPMFYTINLIIPCLFISFLTVLVFYLPSDCGEKVTLCISVLLSLTVFLLVITETIPSTSLVV.... Result: 0 (no interaction). (4) The miRNA is cel-miR-791-3p with sequence UUUGGCACUCCGCAGAUAAGGCAA. The protein sequence of the target gene is MTILFLTMVISYFGCMKAAPMKEVNVHGQGNLAYPGVRTHGTLESVNGPRAGSRGLTTTSLADTFEHVIEELLDEDQKVRPNEENHKDADLYTSRVMLSSQVPLEPPLLFLLEEYKNYLDAANMSMRVRRHSDPARRGELSVCDSISEWVTAADKKTAVDMSGGTVTVLEKVPVSKGQLKQYFYETKCNPMGYTKEGCRGIDKRHWNSQCRTTQSYVRALTMDSKKRIGWRFIRIDTSCVCTLTIKRGR. Result: 0 (no interaction). (5) Result: 0 (no interaction). The miRNA is rno-miR-200b-3p with sequence UAAUACUGCCUGGUAAUGAUGAC. The protein sequence of the target gene is MEPGLLRPAPVSEVIVLHYNYTGKLRGARYQPGAGLRADAAVCLAVCAFIVLENLAVLLVLVRHPRFHAPMFLLLGSLTLSDLLAGAAYATNILLSGPLTLRLSPALWFAREGGVFVALAASVLSLLAIALERHLTMARRGPAPAASRARTLAMAVAAWGASLLLGLLPALGWNCLGRLETCSTVLPLYAKAYVLFCVLAFLGILAAICALYARIYCQVRANARRLRAGPGSRRATSSSRSRHTPRSLALLRTLSVVLLAFVACWGPLFLLLLLDVACPARACPVLLQADPFLGLAMANS.... (6) The miRNA is hsa-miR-6738-5p with sequence CGAGGGGUAGAAGAGCACAGGGG. The protein sequence of the target gene is MQGNREMKRLFVGGLGQGISETDLQNQFGRFGEVSDVEIITRKDDQGNSQKVFAYVNIQITEADLKKCMSILNKTKWKGGTLQIQLAKESFLHRLAQEREDAKAKKEKSTTGNPTLLEKMGAVDFHMKAVPGTEVPGHKNWVVSKFGRVLPVLHLKNQQKHKIMKYDPSKYCHNIKKIPENLTETTPIAELTWELEGGNDPMSKKRRGEFSDFHIPPQKVKKVQKSNDPMESKVSNIGLRTNQVMEKNKSTHPVTAHGTAPSTVNPSKQLLVSSSGTQKPKHVVFHNSDFEIIWNKSSMS.... Result: 0 (no interaction). (7) The miRNA is hsa-miR-124-3p with sequence UAAGGCACGCGGUGAAUGCCAA. The protein sequence of the target gene is MQKATYYDSSAIYGGYPYQAANGFAYNANQQPYPASAALGADGEYHRPACSLQSPSSAGGHPKAHELSEACLRTLSAPPSQPPSLGEPPLHPPPPQAAPPAPQPPQPAPQPPAPTPAAPPPPSSASPPQNASNNPTPANAAKSPLLNSPTVAKQIFPWMKESRQNTKQKTSSSSSGESCAGDKSPPGQASSKRARTAYTSAQLVELEKEFHFNRYLCRPRRVEMANLLNLTERQIKIWFQNRRMKYKKDQKGKGMLTSSGGQSPSRSPVPPGAGGYLNSMHSLVNSVPYEPQSPPPFSKP.... Result: 1 (interaction).